Dataset: Full USPTO retrosynthesis dataset with 1.9M reactions from patents (1976-2016). Task: Predict the reactants needed to synthesize the given product. (1) Given the product [CH3:18][N:19]([CH3:23])[C:20]([NH:22][C:2]1[CH:7]=[C:6]([O:8][C:9]2[CH:10]=[N:11][C:12]([N+:15]([O-:17])=[O:16])=[CH:13][CH:14]=2)[CH:5]=[CH:4][N:3]=1)=[O:21], predict the reactants needed to synthesize it. The reactants are: Cl[C:2]1[CH:7]=[C:6]([O:8][C:9]2[CH:10]=[N:11][C:12]([N+:15]([O-:17])=[O:16])=[CH:13][CH:14]=2)[CH:5]=[CH:4][N:3]=1.[CH3:18][N:19]([CH3:23])[C:20]([NH2:22])=[O:21].C([O-])([O-])=O.[Cs+].[Cs+].CC1(C)C2C(=C(P(C3C=CC=CC=3)C3C=CC=CC=3)C=CC=2)OC2C(P(C3C=CC=CC=3)C3C=CC=CC=3)=CC=CC1=2. (2) The reactants are: [C:1]([NH:4][NH2:5])([NH2:3])=[NH:2].Cl.[OH-].[Na+].[CH2:9]([CH:11]([C:15](=O)[CH3:16])[C:12](=O)[CH3:13])[CH3:10]. Given the product [CH2:9]([C:11]1[C:15]([CH3:16])=[N:2][C:1]([N:4]2[C:12]([CH3:13])=[C:11]([CH2:15][CH3:16])[C:9]([CH3:10])=[N:5]2)=[N:3][C:12]=1[CH3:13])[CH3:10], predict the reactants needed to synthesize it. (3) Given the product [C:1]([C:3]1[C:4]([CH2:18][C:19]2[CH:28]=[C:27]3[C:22]([CH:23]=[CH:24][N:25]=[CH:26]3)=[CH:21][CH:20]=2)=[C:5]([C:14]([OH:16])=[O:15])[S:6][C:7]=1[N:8]1[CH2:9][CH2:10][O:11][CH2:12][CH2:13]1)#[N:2], predict the reactants needed to synthesize it. The reactants are: [C:1]([C:3]1[C:4]([CH2:18][C:19]2[CH:28]=[C:27]3[C:22]([CH:23]=[CH:24][N:25]=[CH:26]3)=[CH:21][CH:20]=2)=[C:5]([C:14]([O:16]C)=[O:15])[S:6][C:7]=1[N:8]1[CH2:13][CH2:12][O:11][CH2:10][CH2:9]1)#[N:2].O1CCCC1.[OH-].[Na+].O.CO.C(O)(=O)C. (4) Given the product [Cl-:1].[O:4]=[C:3]([C:5]1[S:6][CH:7]=[CH:8][CH:9]=1)[CH2:2][N+:10]12[CH2:15][CH2:14][CH:13]([CH2:16][CH2:17]1)[C@@H:12]([NH:18][C:19]([O:20][CH2:21][C:22]1[S:23][CH:24]=[CH:25][CH:26]=1)=[O:27])[CH2:11]2, predict the reactants needed to synthesize it. The reactants are: [Cl:1][CH2:2][C:3]([C:5]1[S:6][CH:7]=[CH:8][CH:9]=1)=[O:4].[N:10]12[CH2:17][CH2:16][CH:13]([CH2:14][CH2:15]1)[C@@H:12]([NH:18][C:19](=[O:27])[O:20][CH2:21][C:22]1[S:23][CH:24]=[CH:25][CH:26]=1)[CH2:11]2. (5) Given the product [Br:14][C:4]1[S:3][C:2]([NH:1][C:29]([NH:28][C:17]2[C:18]([Cl:27])=[CH:19][C:20]([O:22][C:23]([F:24])([F:25])[F:26])=[CH:21][C:16]=2[Cl:15])=[O:30])=[C:6]([C:7]([O:9][C:10]([CH3:11])([CH3:13])[CH3:12])=[O:8])[CH:5]=1, predict the reactants needed to synthesize it. The reactants are: [NH2:1][C:2]1[S:3][C:4]([Br:14])=[CH:5][C:6]=1[C:7]([O:9][C:10]([CH3:13])([CH3:12])[CH3:11])=[O:8].[Cl:15][C:16]1[CH:21]=[C:20]([O:22][C:23]([F:26])([F:25])[F:24])[CH:19]=[C:18]([Cl:27])[C:17]=1[N:28]=[C:29]=[O:30].C(N(CC)CC)C. (6) Given the product [CH2:1]([N:8]1[CH2:13][C@H:12]([O:14][Si:15]([C:18]([CH3:20])([CH3:19])[CH3:21])([CH3:16])[CH3:17])[CH2:11][C@H:10]([OH:22])[CH2:9]1)[C:2]1[CH:3]=[CH:4][CH:5]=[CH:6][CH:7]=1, predict the reactants needed to synthesize it. The reactants are: [CH2:1]([N:8]1[CH2:13][C@H:12]([O:14][Si:15]([C:18]([CH3:21])([CH3:20])[CH3:19])([CH3:17])[CH3:16])[CH2:11][C@@H:10]([OH:22])[CH2:9]1)[C:2]1[CH:7]=[CH:6][CH:5]=[CH:4][CH:3]=1.N(C(OCC)=O)=NC(OCC)=O.C(O)(=O)C1C=CC=CC=1.C1(P(C2C=CC=CC=2)C2C=CC=CC=2)C=CC=CC=1.C(=O)([O-])[O-].[Na+].[Na+]. (7) Given the product [O:3]=[C:4]([CH3:11])[CH:5]([CH2:18][C:17]1[CH:16]=[CH:15][C:14]([C:13]([F:12])([F:22])[F:23])=[CH:21][CH:20]=1)[C:6]([O:8][CH2:9][CH3:10])=[O:7], predict the reactants needed to synthesize it. The reactants are: [H-].[Na+].[O:3]=[C:4]([CH3:11])[CH2:5][C:6]([O:8][CH2:9][CH3:10])=[O:7].[F:12][C:13]([F:23])([F:22])[C:14]1[CH:21]=[CH:20][C:17]([CH2:18]Br)=[CH:16][CH:15]=1.